From a dataset of NCI-60 drug combinations with 297,098 pairs across 59 cell lines. Regression. Given two drug SMILES strings and cell line genomic features, predict the synergy score measuring deviation from expected non-interaction effect. Drug 1: C1=CC(=CC=C1CCC2=CNC3=C2C(=O)NC(=N3)N)C(=O)NC(CCC(=O)O)C(=O)O. Synergy scores: CSS=4.92, Synergy_ZIP=0.955, Synergy_Bliss=6.13, Synergy_Loewe=0.555, Synergy_HSA=1.13. Drug 2: C1C(C(OC1N2C=NC(=NC2=O)N)CO)O. Cell line: T-47D.